From a dataset of Forward reaction prediction with 1.9M reactions from USPTO patents (1976-2016). Predict the product of the given reaction. (1) Given the reactants [C:1]([C:5]1[N:10]=[CH:9][C:8]([C:11]2[N:12]([C:32]([N:34]3[CH2:39][CH2:38][C:37](=O)[CH2:36][CH2:35]3)=[O:33])[C@@:13]([C:25]3[CH:30]=[CH:29][C:28]([Cl:31])=[CH:27][CH:26]=3)([CH3:24])[C@@:14]([C:17]3[CH:22]=[CH:21][C:20]([Cl:23])=[CH:19][CH:18]=3)([CH3:16])[N:15]=2)=[C:7]([O:41][CH2:42][CH3:43])[CH:6]=1)([CH3:4])([CH3:3])[CH3:2].Cl.[NH2:45][CH2:46][CH2:47][S:48]([CH3:51])(=[O:50])=[O:49].C([O-])(=O)C.[Na+].C(O[BH-](OC(=O)C)OC(=O)C)(=O)C.[Na+].C(=O)(O)[O-].[Na+], predict the reaction product. The product is: [C:1]([C:5]1[N:10]=[CH:9][C:8]([C:11]2[N:12]([C:32]([N:34]3[CH2:39][CH2:38][CH:37]([NH:45][CH2:46][CH2:47][S:48]([CH3:51])(=[O:50])=[O:49])[CH2:36][CH2:35]3)=[O:33])[C@@:13]([C:25]3[CH:30]=[CH:29][C:28]([Cl:31])=[CH:27][CH:26]=3)([CH3:24])[C@@:14]([C:17]3[CH:22]=[CH:21][C:20]([Cl:23])=[CH:19][CH:18]=3)([CH3:16])[N:15]=2)=[C:7]([O:41][CH2:42][CH3:43])[CH:6]=1)([CH3:2])([CH3:3])[CH3:4]. (2) Given the reactants [CH3:1][N:2]([C:19]1[CH:24]=[CH:23][CH:22]=[CH:21][CH:20]=1)[S:3]([C:6](=O)[C:7]1C=[CH:11][C:10]([NH:13]C)=[C:9]([N+:15]([O-])=O)[CH:8]=1)(=[O:5])=[O:4].O.NN.[CH4:28], predict the reaction product. The product is: [NH2:13][C:10]1[CH:11]=[C:6]([S:3]([N:2]([CH3:1])[C:19]2[CH:20]=[CH:21][CH:22]=[CH:23][CH:24]=2)(=[O:4])=[O:5])[CH:7]=[CH:8][C:9]=1[NH:15][CH3:28]. (3) Given the reactants [CH:1]([C:4]1[CH:5]=[C:6]([C:23]2[CH:28]=[CH:27][CH:26]=[CH:25][CH:24]=2)[CH:7]=[C:8]([CH:20]([CH3:22])[CH3:21])[C:9]=1[NH:10][C:11](=O)[C:12]1[CH:17]=[CH:16][CH:15]=[C:14]([I:18])[CH:13]=1)([CH3:3])[CH3:2].CO[CH:31](OC)[CH2:32][NH2:33].C(C1C=C(C2C=CC=CC=2)C=C(C(C)C)C=1N1C=CN=C1C1C=CC=C(OC)C=1)(C)C, predict the reaction product. The product is: [CH:1]([C:4]1[CH:5]=[C:6]([C:23]2[CH:28]=[CH:27][CH:26]=[CH:25][CH:24]=2)[CH:7]=[C:8]([CH:20]([CH3:22])[CH3:21])[C:9]=1[N:10]1[CH:31]=[CH:32][N:33]=[C:11]1[C:12]1[CH:17]=[CH:16][CH:15]=[C:14]([I:18])[CH:13]=1)([CH3:3])[CH3:2]. (4) Given the reactants [Cl:1][C:2]1[CH:3]=[C:4]([CH:9]2[CH2:14][CH2:13][CH2:12][N:11]3[C:15]([C:18]4[CH:23]=[CH:22][C:21]([C:24]5[O:28][C:27]([CH3:29])=[N:26][CH:25]=5)=[C:20]([O:30][CH3:31])[CH:19]=4)=[N:16][N:17]=[C:10]23)[CH:5]=[CH:6][C:7]=1[Cl:8].[H-].[Na+].[CH2:34]=[O:35], predict the reaction product. The product is: [Cl:1][C:2]1[CH:3]=[C:4]([C:9]2([CH2:34][OH:35])[CH2:14][CH2:13][CH2:12][N:11]3[C:15]([C:18]4[CH:23]=[CH:22][C:21]([C:24]5[O:28][C:27]([CH3:29])=[N:26][CH:25]=5)=[C:20]([O:30][CH3:31])[CH:19]=4)=[N:16][N:17]=[C:10]23)[CH:5]=[CH:6][C:7]=1[Cl:8].